Dataset: Drug-target binding data from BindingDB using Kd measurements. Task: Regression. Given a target protein amino acid sequence and a drug SMILES string, predict the binding affinity score between them. We predict pKd (pKd = -log10(Kd in M); higher means stronger binding). Dataset: bindingdb_kd. The drug is CC1=NN(C(=O)c2ccc(C(C)(C)C)cc2)C(=O)C1/N=N/c1ccc(S(=O)(=O)Nc2ncccn2)cc1. The target protein sequence is SNIEQYIHDLDSNSFELDLQFSEDEKRLLLEKQAGGNPWHQFVENNLILKMGPVDKRKGLFARRRQLLLTEGPHLYYVDPVNKVLKGEIPWSQELRPEAKNFKTFFVHTPNRTYYLMDPSGNAHKWCRKIQEVWRQRYQSHPDAAVQ. The pKd is 5.5.